From a dataset of Full USPTO retrosynthesis dataset with 1.9M reactions from patents (1976-2016). Predict the reactants needed to synthesize the given product. Given the product [O:20]=[S:17]1(=[O:21])[CH2:18][CH2:19][N:14]([C:12]([C:5]2[C:6]([C:8]([F:11])([F:10])[F:9])=[N:7][C:2]([NH:23][C:24]34[CH2:31][CH:30]5[CH2:29][CH:28]([CH2:27][C:26]([CH2:34][CH3:35])([CH2:32]5)[CH2:25]3)[CH2:33]4)=[N:3][CH:4]=2)=[O:13])[CH2:15][CH2:16]1, predict the reactants needed to synthesize it. The reactants are: Cl[C:2]1[N:7]=[C:6]([C:8]([F:11])([F:10])[F:9])[C:5]([C:12]([N:14]2[CH2:19][CH2:18][S:17](=[O:21])(=[O:20])[CH2:16][CH2:15]2)=[O:13])=[CH:4][N:3]=1.Cl.[NH2:23][C:24]12[CH2:33][CH:28]3[CH2:29][CH:30]([CH2:32][C:26]([CH2:34][CH3:35])([CH2:27]3)[CH2:25]1)[CH2:31]2.CN(C)C=O.C(=O)([O-])[O-].[K+].[K+].